This data is from Experimentally validated miRNA-target interactions with 360,000+ pairs, plus equal number of negative samples. The task is: Binary Classification. Given a miRNA mature sequence and a target amino acid sequence, predict their likelihood of interaction. (1) Result: 1 (interaction). The protein sequence of the target gene is MAKYNTGGNPTEDVSVNSRPFRVTGPNSSSGIQARKNLFNNQGNASPPAGPSNVPKFGSPKPPVAVKPSSEEKPDKEPKPPFLKPTGAGQRFGTPASLTTRDPEAKVGFLKPVGPKPINLPKEDSKPTFPWPPGNKPSLHSVNQDHDLKPLGPKSGPTPPTSENEQKQAFPKLTGVKGKFMSASQDLEPKPLFPKPAFGQKPPLSTENSHEDESPMKNVSSSKGSPAPLGVRSKSGPLKPAREDSENKDHAGEISSLPFPGVVLKPAASRGGPGLSKNGEEKKEDRKIDAAKNTFQSKIN.... The miRNA is hsa-miR-656-3p with sequence AAUAUUAUACAGUCAACCUCU. (2) The miRNA is hsa-miR-3683 with sequence UGCGACAUUGGAAGUAGUAUCA. The protein sequence of the target gene is MTRTPVGSARTRPKPRKLGPQRGKALQASSRLSESPALVKKRMPDACTLGRAGIGLPKMCLHMAVRHSKAQKTGPGILQQRQKPPAPRASGGPALLGKRRGCSEAGSASLEPLSSSRAAAGCLNQVPLSPFLAGPRNTRRLPAPERERIELAATLCLEGWPLRCLASKGKLHCVY. Result: 0 (no interaction). (3) The miRNA is mmu-miR-1191a with sequence CAGUCUUACUAUGUAGCCCUA. The protein sequence of the target gene is MKKSGVLFLLGIILLVLIGVQGTPVVRKGRCSCISTNQGTIHLQSLKDLKQFAPSPSCEKIEIIATLKNGVQTCLNPDSADVKELIKKWEKQVSQKKKQKNGKKHQKKKVLKVRKSQRSRQKKTT. Result: 0 (no interaction).